Dataset: Reaction yield outcomes from USPTO patents with 853,638 reactions. Task: Predict the reaction yield, written as a fraction of the theoretical maximum amount of product (1.0 means a 100% yield; for example, 0.34 means a 34% yield). (1) The reactants are [Cl:1][C:2]1[CH:3]=[C:4]([CH2:8][O:9][C:10]2[CH:11]=[CH:12][C:13]([CH3:27])=[C:14]([CH:26]=2)[C:15]([O:17]CC2C=CC=C(Cl)C=2)=[O:16])[CH:5]=[CH:6][CH:7]=1.[OH-].[Li+]. The catalyst is O1CCOCC1.O. The product is [Cl:1][C:2]1[CH:3]=[C:4]([CH2:8][O:9][C:10]2[CH:11]=[CH:12][C:13]([CH3:27])=[C:14]([CH:26]=2)[C:15]([OH:17])=[O:16])[CH:5]=[CH:6][CH:7]=1. The yield is 0.120. (2) The reactants are [CH2:1]([O:8][C:9]([N:11]1[CH2:37][CH2:36][C:14]2([N:18]([C:19]3[CH:24]=[CH:23][CH:22]=[CH:21][CH:20]=3)[CH2:17][N:16]([C@@H:25]([C:29]3[CH:34]=[CH:33][CH:32]=[CH:31][CH:30]=3)[C:26]([OH:28])=[O:27])[C:15]2=[O:35])[CH2:13][CH2:12]1)=[O:10])[C:2]1[CH:7]=[CH:6][CH:5]=[CH:4][CH:3]=1.[C:38](OC(O[C:38]([CH3:41])([CH3:40])[CH3:39])N(C)C)([CH3:41])([CH3:40])[CH3:39]. The catalyst is C1(C)C=CC=CC=1.C(OCC)(=O)C. The product is [C:38]([O:27][C:26](=[O:28])[C@@H:25]([N:16]1[C:15](=[O:35])[C:14]2([CH2:13][CH2:12][N:11]([C:9]([O:8][CH2:1][C:2]3[CH:3]=[CH:4][CH:5]=[CH:6][CH:7]=3)=[O:10])[CH2:37][CH2:36]2)[N:18]([C:19]2[CH:24]=[CH:23][CH:22]=[CH:21][CH:20]=2)[CH2:17]1)[C:29]1[CH:34]=[CH:33][CH:32]=[CH:31][CH:30]=1)([CH3:41])([CH3:40])[CH3:39]. The yield is 0.770. (3) The reactants are C(N(CC)CC)C.I[C:9]1[CH:10]=[C:11]([CH:14]=[CH:15][CH:16]=1)[CH2:12][OH:13].[C:17]([O:21][CH3:22])(=[O:20])[CH:18]=[CH2:19].[Cl-].[NH4+]. The catalyst is CC#N.CC([O-])=O.CC([O-])=O.[Pd+2]. The product is [CH3:22][O:21][C:17](=[O:20])/[CH:18]=[CH:19]/[C:9]1[CH:16]=[CH:15][CH:14]=[C:11]([CH2:12][OH:13])[CH:10]=1. The yield is 0.970. (4) The reactants are [C:12]([O:11][C:9](O[C:9]([O:11][C:12]([CH3:15])([CH3:14])[CH3:13])=[O:10])=[O:10])([CH3:15])([CH3:14])[CH3:13].[F:16][C:17]1[CH:18]=[C:19]([N:23]2[C:27]3=[N:28][CH:29]=[CH:30][CH:31]=[C:26]3[CH:25]=[C:24]2[CH:32]([NH2:34])[CH3:33])[CH:20]=[CH:21][CH:22]=1.C(N(CC)CC)C. The catalyst is O1CCCC1. The product is [F:16][C:17]1[CH:18]=[C:19]([N:23]2[C:27]3=[N:28][CH:29]=[CH:30][CH:31]=[C:26]3[CH:25]=[C:24]2[CH:32]([NH:34][C:9](=[O:10])[O:11][C:12]([CH3:13])([CH3:14])[CH3:15])[CH3:33])[CH:20]=[CH:21][CH:22]=1. The yield is 0.480. (5) The yield is 0.610. The product is [Cl:1][C:2]1[CH:7]=[CH:6][C:5]([B:8]([OH:9])[OH:10])=[C:4]([OH:11])[CH:3]=1. The reactants are [Cl:1][C:2]1[CH:7]=[CH:6][C:5]([B:8]([OH:10])[OH:9])=[C:4]([O:11]C)[CH:3]=1.B(Br)(Br)Br. The catalyst is ClCCl. (6) The reactants are [O:1]=[C:2](Cl)[O:3][C:4](Cl)(Cl)Cl.[F:9][C:10]([F:19])([F:18])[C:11]1[CH:16]=[CH:15][N:14]=C(O)[N:12]=1.[CH3:20][NH:21][C:22]1[CH:23]=[C:24]([CH3:28])[CH:25]=[CH:26][CH:27]=1. The catalyst is O1CCCC1. The product is [F:9][C:10]([F:19])([F:18])[C:11]1[CH:16]=[CH:15][N:14]=[C:4]([O:3][C:2](=[O:1])[N:21]([CH3:20])[C:22]2[CH:23]=[C:24]([CH3:28])[CH:25]=[CH:26][CH:27]=2)[N:12]=1. The yield is 0.0700. (7) The reactants are [CH:1]([C:3]1[CH:10]=[CH:9][C:6]([CH2:7]Cl)=[CH:5][CH:4]=1)=[CH2:2].[NH:11]1[CH2:15][CH2:14][CH2:13][CH2:12]1. The catalyst is CCCCCC. The product is [CH:1]([C:3]1[CH:10]=[CH:9][C:6]([CH2:7][N:11]2[CH2:15][CH2:14][CH2:13][CH2:12]2)=[CH:5][CH:4]=1)=[CH2:2]. The yield is 1.00. (8) The reactants are [Br:1][C:2]1[C:6]([C:7]#[N:8])=[C:5](Br)[S:4][C:3]=1[C:10]([O:12][CH2:13][CH3:14])=[O:11].C(=O)([O-])[O-].[Cs+].[Cs+].[OH:21][CH2:22][CH:23]1[O:28][CH2:27][CH2:26][NH:25][CH2:24]1.O1CCCC1. The catalyst is O. The product is [Br:1][C:2]1[C:6]([C:7]#[N:8])=[C:5]([N:25]2[CH2:26][CH2:27][O:28][CH:23]([CH2:22][OH:21])[CH2:24]2)[S:4][C:3]=1[C:10]([O:12][CH2:13][CH3:14])=[O:11]. The yield is 0.410.